Dataset: Full USPTO retrosynthesis dataset with 1.9M reactions from patents (1976-2016). Task: Predict the reactants needed to synthesize the given product. (1) Given the product [Cl:32][C:10]1[CH:11]=[C:12]([NH:15][C:16]([C:18]2[C:19](=[O:31])[N:20]([C:25]3[CH:26]=[CH:27][CH:28]=[CH:29][CH:30]=3)[N:21]([CH3:24])[C:22]=2[CH3:23])=[O:17])[CH:13]=[CH:14][C:9]=1[O:8][C:6]1[CH:5]=[CH:4][N:3]=[C:2]([NH:1][C:40]([N:50]2[CH2:55][CH2:54][O:53][CH2:52][CH2:51]2)=[O:41])[CH:7]=1, predict the reactants needed to synthesize it. The reactants are: [NH2:1][C:2]1[CH:7]=[C:6]([O:8][C:9]2[CH:14]=[CH:13][C:12]([NH:15][C:16]([C:18]3[C:19](=[O:31])[N:20]([C:25]4[CH:30]=[CH:29][CH:28]=[CH:27][CH:26]=4)[N:21]([CH3:24])[C:22]=3[CH3:23])=[O:17])=[CH:11][C:10]=2[Cl:32])[CH:5]=[CH:4][N:3]=1.CCN(CC)CC.[C:40](Cl)(=O)[O:41]C1C=CC=CC=1.[NH:50]1[CH2:55][CH2:54][O:53][CH2:52][CH2:51]1. (2) Given the product [CH2:1]([O:3][C:4]([C:6]1[N:10]([CH3:11])[N:9]=[C:8]([OH:13])[CH:7]=1)=[O:5])[CH3:2], predict the reactants needed to synthesize it. The reactants are: [CH2:1]([O:3][C:4]([C:6]1[N+:10](C)([CH3:11])[NH:9][C:8](=[O:13])[CH:7]=1)=[O:5])[CH3:2].Cl. (3) Given the product [Cl:1][C:2]1[CH:7]=[CH:6][CH:5]=[CH:4][C:3]=1[C:8]1[CH:13]=[CH:12][N:11]=[CH:10][C:9]=1[N:14]([CH2:15][C:16]1[O:17][CH:18]=[CH:19][N:20]=1)[C:28](=[O:29])[C:27]1[CH:31]=[C:32]([C:34]([F:37])([F:35])[F:36])[CH:33]=[C:25]([S:22]([CH3:21])(=[O:24])=[O:23])[CH:26]=1, predict the reactants needed to synthesize it. The reactants are: [Cl:1][C:2]1[CH:7]=[CH:6][CH:5]=[CH:4][C:3]=1[C:8]1[CH:13]=[CH:12][N:11]=[CH:10][C:9]=1[NH:14][CH2:15][C:16]1[O:17][CH:18]=[CH:19][N:20]=1.[CH3:21][S:22]([C:25]1[CH:26]=[C:27]([CH:31]=[C:32]([C:34]([F:37])([F:36])[F:35])[CH:33]=1)[C:28](O)=[O:29])(=[O:24])=[O:23]. (4) Given the product [Br:1][C:23]1[N:22]([CH2:25][C@H:26]2[CH2:31][CH2:30][C@H:29]([CH3:32])[CH2:28][CH2:27]2)[C:21]2[C:16]([C:12]3[CH:13]=[N:14][CH:15]=[C:10]([Cl:9])[CH:11]=3)=[N:17][C:18]([C:33]#[N:34])=[CH:19][C:20]=2[N:24]=1, predict the reactants needed to synthesize it. The reactants are: [Br:1]N1C(=O)CCC1=O.[Cl:9][C:10]1[CH:11]=[C:12]([C:16]2[C:21]3[N:22]([CH2:25][C@H:26]4[CH2:31][CH2:30][C@H:29]([CH3:32])[CH2:28][CH2:27]4)[CH:23]=[N:24][C:20]=3[CH:19]=[C:18]([C:33]#[N:34])[N:17]=2)[CH:13]=[N:14][CH:15]=1. (5) Given the product [O:26]1[CH2:27][CH2:28][O:29][CH2:30][C@@H:10]1[CH2:9][S:8][C:5]([CH3:7])([CH3:6])[C:4]([O:3][CH2:1][CH3:2])=[O:12], predict the reactants needed to synthesize it. The reactants are: [CH2:1]([O:3][C:4](=[O:12])[C:5]([S:8][C:9](=O)[CH3:10])([CH3:7])[CH3:6])[CH3:2].C[O-].[Na+].CC1C=CC(S([O:26][CH2:27][C@H:28]2COC[CH2:30][O:29]2)(=O)=O)=CC=1. (6) Given the product [NH:1]1[C:2]2[CH:7]=[CH:6][CH:5]=[CH:4][C:3]=2[N:8]=[N:9]1, predict the reactants needed to synthesize it. The reactants are: [NH2:1][C:2]1[CH:7]=[CH:6][CH:5]=[CH:4][C:3]=1[NH2:8].[N:9]([O-])=O.[Na+].OS(O)(=O)=O. (7) Given the product [C:18]1([O:24][P:14]([CH2:13][CH2:12][NH2:11])(=[O:15])[O:16][C:34]2[CH:35]=[CH:36][CH:37]=[CH:38][CH:39]=2)[CH:23]=[CH:22][CH:21]=[CH:20][CH:19]=1, predict the reactants needed to synthesize it. The reactants are: C([NH:11][CH2:12][CH2:13][P:14](=O)([OH:16])[OH:15])(OCC1C=CC=CC=1)=O.[C:18]1([OH:24])[CH:23]=[CH:22][CH:21]=[CH:20][CH:19]=1.[CH:34]1(N=C=N[CH:34]2[CH2:39][CH2:38][CH2:37][CH2:36][CH2:35]2)[CH2:39][CH2:38][CH2:37][CH2:36][CH2:35]1. (8) Given the product [Cl:49][CH2:48][CH2:47][C:16]1([C:19]([O:21][CH3:22])=[O:20])[CH2:15][CH2:14][CH:13]([C:23]([O:25][CH3:26])=[O:24])[CH2:18][CH2:17]1, predict the reactants needed to synthesize it. The reactants are: C(NC(C)C)(C)C.C([Li])CCC.[CH:13]1([C:23]([O:25][CH3:26])=[O:24])[CH2:18][CH2:17][CH:16]([C:19]([O:21][CH3:22])=[O:20])[CH2:15][CH2:14]1.CN(C)P(N(C)C)(N(C)C)=O.C(NC(C)C)(C)C.[Li].Br[CH2:47][CH2:48][Cl:49].Cl.